From a dataset of Experimentally validated miRNA-target interactions with 360,000+ pairs, plus equal number of negative samples. Binary Classification. Given a miRNA mature sequence and a target amino acid sequence, predict their likelihood of interaction. (1) The miRNA is mmu-miR-429-3p with sequence UAAUACUGUCUGGUAAUGCCGU. The protein sequence of the target gene is MSAQRLISNRTSQQSASNSDYTWEYEYYEIGPVSFEGLKAHKYSIVIGFWVGLAVFVIFMFFVLTLLTKTGAPHQDNAESSEKRFRMNSFVSDFGRPLEPDKVFSRQGNEESRSLFHCYINEVERLDRAKACHQTTALDSDVQLQEAIRSSGQPEEELNRLMKFDIPNFVNTDQNYFGEDDLLISEPPIVLETKPLSQTSHKDLD. Result: 0 (no interaction). (2) The miRNA is hsa-miR-6867-5p with sequence UGUGUGUGUAGAGGAAGAAGGGA. The protein sequence of the target gene is MGNQMSVPQRVEDQENEPEAETYQDNASALNGVPVVVSTHTVQHLEEVDLGISVKTDNVATSSPETTEISAVADANGKNLGKEAKPEAPAAKSRFFLMLSRPVPGRTGDQAADSSLGSVKLDVSSNKAPANKDPSESWTLPVAAGPGQDTDKTPGHAPAQDKVLSAARDPTLLPPETGGAGGEAPSKPKDSSFFDKFFKLDKGQEKVPGDSQQEAKRAEHQDKVDEVPGLSGQSDDVPAGKDIVDGKEKEGQELGTADCSVPGDPEGLETAKDDSQAAAIAENNNSIMSFFKTLVSPNKA.... Result: 1 (interaction).